This data is from Forward reaction prediction with 1.9M reactions from USPTO patents (1976-2016). The task is: Predict the product of the given reaction. Given the reactants [Cl:1][C:2]1[CH:14]=[CH:13][C:5]2[S:6][CH:7]=[C:8]([CH2:9][C:10]([OH:12])=O)[C:4]=2[CH:3]=1.C(Cl)(=O)[C:16]([Cl:18])=O.[N+](=C)=[N-].Cl, predict the reaction product. The product is: [Cl:18][CH2:16][C:10](=[O:12])[CH2:9][C:8]1[C:4]2[CH:3]=[C:2]([Cl:1])[CH:14]=[CH:13][C:5]=2[S:6][CH:7]=1.